From a dataset of Reaction yield outcomes from USPTO patents with 853,638 reactions. Predict the reaction yield, written as a fraction of the theoretical maximum amount of product (1.0 means a 100% yield; for example, 0.34 means a 34% yield). The reactants are [C:1]([OH:9])(=O)[C:2]1[CH:7]=[CH:6][CH:5]=[CH:4][CH:3]=1.[Cl:10][C:11]1[NH:19][C:18]2[C:17](=[O:20])[N:16]([CH2:21][CH2:22][CH2:23][CH2:24]/[C:25](=[N:28]/[H])/[NH:26]O)[C:15](=[O:30])[N:14]([CH2:31][CH2:32][CH3:33])[C:13]=2[N:12]=1. The catalyst is CS(C)=O. The product is [Cl:10][C:11]1[NH:19][C:18]2[C:17](=[O:20])[N:16]([CH2:21][CH2:22][CH2:23][CH2:24][C:25]3[N:26]=[C:1]([C:2]4[CH:3]=[CH:4][CH:5]=[CH:6][CH:7]=4)[O:9][N:28]=3)[C:15](=[O:30])[N:14]([CH2:31][CH2:32][CH3:33])[C:13]=2[N:12]=1. The yield is 0.0200.